From a dataset of Forward reaction prediction with 1.9M reactions from USPTO patents (1976-2016). Predict the product of the given reaction. (1) Given the reactants [CH:1]([N:4]([CH:22]([CH3:24])[CH3:23])[CH2:5][CH2:6][C@@H:7]([C:14]1[CH:19]=[C:18]([CH3:20])[CH:17]=[CH:16][C:15]=1[OH:21])[C:8]1[CH:13]=[CH:12][CH:11]=[CH:10][CH:9]=1)([CH3:3])[CH3:2].[C:25](Cl)(=[O:27])[CH3:26], predict the reaction product. The product is: [C:25]([O:21][C:15]1[CH:16]=[CH:17][C:18]([CH3:20])=[CH:19][C:14]=1[C@@H:7]([C:8]1[CH:13]=[CH:12][CH:11]=[CH:10][CH:9]=1)[CH2:6][CH2:5][N:4]([CH:1]([CH3:3])[CH3:2])[CH:22]([CH3:24])[CH3:23])(=[O:27])[CH3:26]. (2) Given the reactants [CH3:1][N:2]([CH3:34])[C:3]1[CH:33]=[CH:32][CH:31]=[CH:30][C:4]=1[CH2:5][N:6]1[CH2:10][CH2:9][C@@H:8]([NH:11][C:12]2[N:13]=[CH:14][C:15](/[CH:18]=[CH:19]/[C:20]([NH:22][O:23]C3CCCCO3)=[O:21])=[N:16][CH:17]=2)[CH2:7]1.[ClH:35], predict the reaction product. The product is: [ClH:35].[ClH:35].[ClH:35].[CH3:34][N:2]([CH3:1])[C:3]1[CH:33]=[CH:32][CH:31]=[CH:30][C:4]=1[CH2:5][N:6]1[CH2:10][CH2:9][C@@H:8]([NH:11][C:12]2[N:13]=[CH:14][C:15](/[CH:18]=[CH:19]/[C:20]([NH:22][OH:23])=[O:21])=[N:16][CH:17]=2)[CH2:7]1. (3) Given the reactants [OH:1][CH2:2][C:3]1[CH:8]=[CH:7][CH:6]=[CH:5][C:4]=1[OH:9].Br[CH2:11][CH2:12][CH2:13][CH3:14].[OH-].[Na+], predict the reaction product. The product is: [CH2:11]([O:9][C:4]1[CH:5]=[CH:6][CH:7]=[CH:8][C:3]=1[CH2:2][OH:1])[CH2:12][CH2:13][CH3:14]. (4) Given the reactants [NH2:1][C:2]1[CH:3]=[C:4]([CH:14]=[CH:15][C:16]=1[NH2:17])[C:5]([NH:7][C:8]1[CH:13]=[CH:12][CH:11]=[CH:10][CH:9]=1)=[O:6].[Cl:18][C:19]1[CH:24]=[CH:23][CH:22]=[C:21]([Cl:25])[C:20]=1[N:26]=[C:27]=S.CC(C)N=C=NC(C)C, predict the reaction product. The product is: [C:8]1([NH:7][C:5]([C:4]2[CH:14]=[CH:15][C:16]3[NH:17][C:27]([NH:26][C:20]4[C:19]([Cl:18])=[CH:24][CH:23]=[CH:22][C:21]=4[Cl:25])=[N:1][C:2]=3[CH:3]=2)=[O:6])[CH:13]=[CH:12][CH:11]=[CH:10][CH:9]=1. (5) Given the reactants C([O:4][CH2:5][C:6]1[CH:11]=[C:10]([C:12]2[CH:17]=[CH:16][C:15]([C:18]([F:21])([F:20])[F:19])=[CH:14][CH:13]=2)[C:9]([C:22]([O:24]C)=[O:23])=[CH:8][CH:7]=1)(=O)C.[OH-].[Na+], predict the reaction product. The product is: [OH:4][CH2:5][C:6]1[CH:11]=[C:10]([C:12]2[CH:13]=[CH:14][C:15]([C:18]([F:21])([F:20])[F:19])=[CH:16][CH:17]=2)[C:9]([C:22]([OH:24])=[O:23])=[CH:8][CH:7]=1.